From a dataset of Full USPTO retrosynthesis dataset with 1.9M reactions from patents (1976-2016). Predict the reactants needed to synthesize the given product. (1) Given the product [Br:3][C:8]1[N:7]([CH3:6])[C:11]2[CH:12]=[CH:13][C:14]([C:16]([O:18][CH3:19])=[O:17])=[CH:15][C:10]=2[N:9]=1, predict the reactants needed to synthesize it. The reactants are: P(Br)(Br)([Br:3])=O.[CH3:6][N:7]1[C:11]2[CH:12]=[CH:13][C:14]([C:16]([O:18][CH3:19])=[O:17])=[CH:15][C:10]=2[NH:9][C:8]1=O.C(Cl)(Cl)Cl.COCCOC.C([O-])([O-])=O.[Na+].[Na+]. (2) Given the product [Cl:1][C:2]1[C:3]([F:11])=[C:4]([CH:8]2[C:19]([C:16]3[CH:17]=[CH:18][C:13]([Cl:12])=[CH:14][C:15]=3[F:28])([C:20]#[N:21])[CH:22]([CH2:23][C:24]([CH3:27])([CH3:26])[CH3:25])[CH2:10][NH:9]2)[CH:5]=[CH:6][CH:7]=1.[Cl:1][C:2]1[C:3]([F:11])=[C:4]([CH:8]2[NH:9][CH2:10][C:19]([C:16]3[CH:17]=[CH:18][C:13]([Cl:12])=[CH:14][C:15]=3[F:28])([C:20]#[N:21])[CH:22]2[CH2:23][C:24]([CH3:27])([CH3:26])[CH3:25])[CH:5]=[CH:6][CH:7]=1, predict the reactants needed to synthesize it. The reactants are: [Cl:1][C:2]1[C:3]([F:11])=[C:4](/[CH:8]=[N:9]/[CH3:10])[CH:5]=[CH:6][CH:7]=1.[Cl:12][C:13]1[CH:18]=[CH:17][C:16](/[C:19](=[CH:22]/[CH2:23][C:24]([CH3:27])([CH3:26])[CH3:25])/[C:20]#[N:21])=[C:15]([F:28])[CH:14]=1.[OH-].[K+]. (3) Given the product [F:11][CH:10]([F:12])[C:7]1[C:6]([C:13]([O:15][CH2:16][CH3:17])=[O:14])=[CH:5][C:4]([CH2:3][NH:2][C:27](=[O:31])[CH:28]([CH3:30])[CH3:29])=[CH:9][N:8]=1, predict the reactants needed to synthesize it. The reactants are: Cl.[NH2:2][CH2:3][C:4]1[CH:5]=[C:6]([C:13]([O:15][CH2:16][CH3:17])=[O:14])[C:7]([CH:10]([F:12])[F:11])=[N:8][CH:9]=1.CCN(C(C)C)C(C)C.[C:27](Cl)(=[O:31])[CH:28]([CH3:30])[CH3:29]. (4) Given the product [N:12]1[CH:17]=[CH:16][CH:15]=[C:14]([C:14]2[CH:13]=[C:8]([CH:9]=[CH:16][C:15]=2[O:4][CH3:1])[CH:7]=[O:11])[CH:13]=1, predict the reactants needed to synthesize it. The reactants are: [C:1](=[O:4])([O-])[O-].[Na+].[Na+].[CH:7]([OH:11])(O)[CH2:8][CH3:9].[N:12]1[CH:17]=[CH:16][CH:15]=[C:14](B(O)O)[CH:13]=1.O. (5) Given the product [OH:35][C@@:36]1([C:43]#[C:44][C:45]2[CH:67]=[CH:66][C:48]3[O:49][CH2:50][C:51]4([C:56]5[S:60][C:59]([C:61]([NH2:15])=[O:63])=[N:58][C:57]=5[C:47]=3[CH:46]=2)[O:55][CH2:54][CH2:53][O:52]4)[CH2:40][CH2:39][N:38]([CH3:41])[C:37]1=[O:42], predict the reactants needed to synthesize it. The reactants are: BrC1C=CC2OCC3(C4SC(C(OCC)=O)=[N:15]C=4C=2C=1)OCCO3.C([C@]1(O)CCN(C)C1=O)#C.[OH:35][C@@:36]1([C:43]#[C:44][C:45]2[CH:67]=[CH:66][C:48]3[O:49][CH2:50][C:51]4([C:56]5[S:60][C:59]([C:61]([O:63]CC)=O)=[N:58][C:57]=5[C:47]=3[CH:46]=2)[O:55][CH2:54][CH2:53][O:52]4)[CH2:40][CH2:39][N:38]([CH3:41])[C:37]1=[O:42].